From a dataset of Full USPTO retrosynthesis dataset with 1.9M reactions from patents (1976-2016). Predict the reactants needed to synthesize the given product. (1) Given the product [Br:1][CH2:11][C:10]([C:7]1[CH:8]=[CH:9][C:4]([Br:3])=[CH:5][C:6]=1[F:13])=[O:12], predict the reactants needed to synthesize it. The reactants are: [Br:1]Br.[Br:3][C:4]1[CH:9]=[CH:8][C:7]([C:10](=[O:12])[CH3:11])=[C:6]([F:13])[CH:5]=1.C(OCC)(=O)C.CCCCCC. (2) Given the product [CH2:6]([N:4]1[CH:3]=[C:16]([C:13]2[CH:12]=[CH:11][C:10]([F:9])=[CH:15][CH:14]=2)[C:17](=[O:24])[C:18]([C:19]([O:21][CH2:22][CH3:23])=[O:20])=[CH:5]1)[CH3:25], predict the reactants needed to synthesize it. The reactants are: CO[CH:3](OC)[N:4]([CH3:6])[CH3:5].[F:9][C:10]1[CH:15]=[CH:14][C:13]([CH2:16][C:17](=[O:24])[CH2:18][C:19]([O:21][CH2:22][CH3:23])=[O:20])=[CH:12][CH:11]=1.[C:25](OCCCC)(=O)C. (3) The reactants are: [F:1][C:2]([F:12])([F:11])[O:3][C:4]1[CH:10]=[CH:9][CH:8]=[CH:7][C:5]=1[NH2:6].[C:13]([C:15]1[CH:20]=[CH:19][C:18]([S:21](Cl)(=[O:23])=[O:22])=[CH:17][CH:16]=1)#[N:14]. Given the product [C:13]([C:15]1[CH:16]=[CH:17][C:18]([S:21]([NH:6][C:5]2[CH:7]=[CH:8][CH:9]=[CH:10][C:4]=2[O:3][C:2]([F:11])([F:12])[F:1])(=[O:23])=[O:22])=[CH:19][CH:20]=1)#[N:14], predict the reactants needed to synthesize it. (4) Given the product [Br:12][C:10]1[CH:9]=[CH:8][C:3]([C:4]([OH:6])=[O:5])=[C:2]([NH:1][S:21]([CH3:20])(=[O:23])=[O:22])[CH:11]=1, predict the reactants needed to synthesize it. The reactants are: [NH2:1][C:2]1[CH:11]=[C:10]([Br:12])[CH:9]=[CH:8][C:3]=1[C:4]([O:6]C)=[O:5].C(N(CC)CC)C.[CH3:20][S:21](Cl)(=[O:23])=[O:22].O.